From a dataset of Full USPTO retrosynthesis dataset with 1.9M reactions from patents (1976-2016). Predict the reactants needed to synthesize the given product. (1) Given the product [S:1]1[C:5]2[CH:6]=[CH:7][CH:8]=[CH:9][C:4]=2[C:3]([CH:10]([CH:17]2[CH2:22][CH2:21][CH2:20][CH2:19][CH2:18]2)[OH:11])=[CH:2]1, predict the reactants needed to synthesize it. The reactants are: [S:1]1[C:5]2[CH:6]=[CH:7][CH:8]=[CH:9][C:4]=2[C:3]([CH:10]=[O:11])=[CH:2]1.O1CCCC1.[CH:17]1([Mg]Br)[CH2:22][CH2:21][CH2:20][CH2:19][CH2:18]1.Cl. (2) Given the product [CH2:12]([O:1][C:2]1[CH:9]=[CH:8][C:5]([C:6]#[N:7])=[CH:4][CH:3]=1)[C:13]1[CH:18]=[CH:17][CH:16]=[CH:15][CH:14]=1, predict the reactants needed to synthesize it. The reactants are: [OH:1][C:2]1[CH:9]=[CH:8][C:5]([C:6]#[N:7])=[CH:4][CH:3]=1.[OH-].[K+].[CH2:12](Cl)[C:13]1[CH:18]=[CH:17][CH:16]=[CH:15][CH:14]=1.